Dataset: Reaction yield outcomes from USPTO patents with 853,638 reactions. Task: Predict the reaction yield, written as a fraction of the theoretical maximum amount of product (1.0 means a 100% yield; for example, 0.34 means a 34% yield). (1) The reactants are [CH3:1][C:2]1[C:3]([C:22]2[CH:27]=[CH:26][CH:25]=[CH:24][CH:23]=2)=[C:4]([O:14][C:15]2[CH:20]=[CH:19][C:18]([OH:21])=[CH:17][CH:16]=2)[C:5]2[C:10]([CH:11]=1)=[CH:9][C:8]([O:12][CH3:13])=[CH:7][CH:6]=2.C([O-])([O-])=O.[Cs+].[Cs+].Br[CH2:35][CH2:36][CH2:37][C:38]([O:40][CH2:41][CH3:42])=[O:39]. The catalyst is CN(C=O)C. The product is [CH3:1][C:2]1[C:3]([C:22]2[CH:27]=[CH:26][CH:25]=[CH:24][CH:23]=2)=[C:4]([O:14][C:15]2[CH:20]=[CH:19][C:18]([O:21][CH2:35][CH2:36][CH2:37][C:38]([O:40][CH2:41][CH3:42])=[O:39])=[CH:17][CH:16]=2)[C:5]2[C:10]([CH:11]=1)=[CH:9][C:8]([O:12][CH3:13])=[CH:7][CH:6]=2. The yield is 0.900. (2) The reactants are Cl[C:2]1[CH:7]=[CH:6][N:5]=[C:4]([NH:8][C:9]2[CH:16]=[CH:15][C:12]([C:13]#[N:14])=[CH:11][CH:10]=2)[N:3]=1.[I:17][C:18]1[CH:23]=[C:22]([CH3:24])[C:21]([OH:25])=[C:20]([CH3:26])[CH:19]=1.C(=O)([O-])[O-].[Cs+].[Cs+]. The catalyst is CN(C=O)C.CCOC(C)=O.CCCCCC. The product is [I:17][C:18]1[CH:23]=[C:22]([CH3:24])[C:21]([O:25][C:2]2[CH:7]=[CH:6][N:5]=[C:4]([NH:8][C:9]3[CH:16]=[CH:15][C:12]([C:13]#[N:14])=[CH:11][CH:10]=3)[N:3]=2)=[C:20]([CH3:26])[CH:19]=1. The yield is 0.850. (3) The reactants are [I:1][C:2]1[CH:7]=[CH:6][C:5]([CH2:8][C:9]([OH:11])=[O:10])=[CH:4][CH:3]=1.Cl.[CH3:13]O. The catalyst is O1CCOCC1. The product is [I:1][C:2]1[CH:3]=[CH:4][C:5]([CH2:8][C:9]([O:11][CH3:13])=[O:10])=[CH:6][CH:7]=1. The yield is 0.980. (4) The reactants are Br[C:2]1[C:7](=[O:8])[N:6]([CH2:9][C:10]2[CH:15]=[CH:14][C:13]([C:16]3[C:17]([C:22]#[N:23])=[CH:18][CH:19]=[CH:20][CH:21]=3)=[CH:12][CH:11]=2)[C:5]([CH2:24][CH2:25][CH3:26])=[N:4][C:3]=1[CH2:27][CH3:28].[CH:29]1([CH2:32][O:33][C:34]2[N:39]=[CH:38][C:37](B(O)O)=[CH:36][CH:35]=2)[CH2:31][CH2:30]1.C(=O)([O-])[O-].[Cs+].[Cs+].O1CCOCC1. The catalyst is C(OCC)(=O)C.C1C=CC(P(C2C=CC=CC=2)[C-]2C=CC=C2)=CC=1.C1C=CC(P(C2C=CC=CC=2)[C-]2C=CC=C2)=CC=1.Cl[Pd]Cl.[Fe+2].ClCCl. The product is [CH:29]1([CH2:32][O:33][C:34]2[N:39]=[CH:38][C:37]([C:2]3[C:7](=[O:8])[N:6]([CH2:9][C:10]4[CH:15]=[CH:14][C:13]([C:16]5[C:17]([C:22]#[N:23])=[CH:18][CH:19]=[CH:20][CH:21]=5)=[CH:12][CH:11]=4)[C:5]([CH2:24][CH2:25][CH3:26])=[N:4][C:3]=3[CH2:27][CH3:28])=[CH:36][CH:35]=2)[CH2:30][CH2:31]1. The yield is 0.860. (5) The reactants are [NH2:1][C:2]1[CH:3]=[C:4]([B:8]([OH:10])[OH:9])[CH:5]=[CH:6][CH:7]=1.C(=O)([O-])O.[Na+].[C:16](Cl)(=[O:19])[CH:17]=[CH2:18]. The catalyst is C1COCC1.O.C(OCC)(=O)C. The product is [C:16]([NH:1][C:2]1[CH:3]=[C:4]([B:8]([OH:10])[OH:9])[CH:5]=[CH:6][CH:7]=1)(=[O:19])[CH:17]=[CH2:18]. The yield is 0.840.